Dataset: Reaction yield outcomes from USPTO patents with 853,638 reactions. Task: Predict the reaction yield, written as a fraction of the theoretical maximum amount of product (1.0 means a 100% yield; for example, 0.34 means a 34% yield). (1) The reactants are [CH3:1][C:2]1[C:6]([CH2:7][N:8]2[CH:12]=[C:11]([N:13]3[C:17](=[O:18])[CH2:16][NH:15][C:14]3=[O:19])[CH:10]=[N:9]2)=[C:5]([CH3:20])[O:4][N:3]=1.Br[CH2:22][C:23]1[CH:24]=[C:25]([CH:28]=[CH:29][CH:30]=1)[CH:26]=[O:27]. No catalyst specified. The product is [CH3:1][C:2]1[C:6]([CH2:7][N:8]2[CH:12]=[C:11]([N:13]3[C:17](=[O:18])[CH2:16][N:15]([CH2:22][C:23]4[CH:24]=[C:25]([CH:28]=[CH:29][CH:30]=4)[CH:26]=[O:27])[C:14]3=[O:19])[CH:10]=[N:9]2)=[C:5]([CH3:20])[O:4][N:3]=1. The yield is 0.350. (2) The reactants are [C:1]([C:3]1[C:8](=[O:9])[NH:7][C:6]([CH3:16])([C:10](N(OC)C)=[O:11])[CH2:5][C:4]=1[C:17]1[CH:22]=[CH:21][C:20]([CH3:23])=[CH:19][CH:18]=1)#[N:2].[C:24]([Mg]Br)#[CH:25]. The catalyst is O1CCCC1. The product is [CH3:16][C:6]1([C:10](=[O:11])[C:24]#[CH:25])[NH:7][C:8](=[O:9])[C:3]([C:1]#[N:2])=[C:4]([C:17]2[CH:18]=[CH:19][C:20]([CH3:23])=[CH:21][CH:22]=2)[CH2:5]1. The yield is 0.780. (3) The reactants are C(=O)([O-])[O-].[K+].[K+].[CH3:7][C:8]1([CH3:31])[CH:12]([N:13]2[CH2:17][CH2:16][CH2:15][CH2:14]2)[C:11]2[C:18]([CH3:30])=[C:19]([N:24]3[CH2:29][CH2:28][NH:27][CH2:26][CH2:25]3)[C:20]([CH3:23])=[C:21]([CH3:22])[C:10]=2[O:9]1.CS(O[CH2:37][CH2:38][C:39]1[CH:44]=[CH:43][CH:42]=[C:41]([O:45][CH3:46])[CH:40]=1)(=O)=O.[ClH:47]. The catalyst is C(#N)C.C(OCC)(=O)C. The product is [ClH:47].[ClH:47].[CH3:46][O:45][C:41]1[CH:40]=[C:39]([CH2:38][CH2:37][N:27]2[CH2:26][CH2:25][N:24]([C:19]3[C:20]([CH3:23])=[C:21]([CH3:22])[C:10]4[O:9][C:8]([CH3:31])([CH3:7])[CH:12]([N:13]5[CH2:14][CH2:15][CH2:16][CH2:17]5)[C:11]=4[C:18]=3[CH3:30])[CH2:29][CH2:28]2)[CH:44]=[CH:43][CH:42]=1. The yield is 0.250. (4) The reactants are ClC(Cl)(Cl)CO[C:5]([C@@H:7]1[CH2:12][CH2:11][CH2:10][N:9]([C:13](=[O:25])[C@@H:14]([NH:16][C:17](=[O:24])[C@@H:18]([NH:22][CH3:23])[CH:19]([CH3:21])[CH3:20])[CH3:15])[NH:8]1)=[O:6].[C:28]([OH:36])(=O)[CH2:29][CH2:30][CH2:31][CH2:32][CH:33]=[CH2:34].C([N:40](CC)[CH:41]([CH3:43])[CH3:42])(C)C.C[NH3+].F[P-](F)(F)(F)(F)F.N1(OC(N(C)C)=[N+](C)C)[C:59]2N=[CH:61][CH:62]=[CH:63][C:58]=2N=N1.F[P-](F)(F)(F)(F)F. The catalyst is C(#N)C. The product is [CH:19]([C@@H:18]1[N:22]([CH3:23])[C:28](=[O:36])[CH2:29][CH2:30][CH2:31][CH2:32][CH:33]=[CH:34][C:58]2[CH:59]=[C:43]([CH:61]=[CH:62][CH:63]=2)[C@@H:41]([CH3:42])[NH:40][C:5](=[O:6])[C@H:7]2[NH:8][N:9]([CH2:10][CH2:11][CH2:12]2)[C:13](=[O:25])[C@H:14]([CH3:15])[NH:16][C:17]1=[O:24])([CH3:20])[CH3:21]. The yield is 0.740. (5) The reactants are C1C2C(=CC=CC=2)[C@H](N)[C@@H]1O.[NH2:12][C:13]1[CH:14]=[CH:15][CH:16]=[C:17]2[C:22]=1[CH2:21][C:20](=[O:23])[CH2:19][CH2:18]2.[OH-].[K+]. The catalyst is C(O)(C)C.C1C=CC=CC=1.C1C=CC=CC=1.Cl[Ru]Cl.Cl[Ru]Cl. The product is [NH2:12][C:13]1[CH:14]=[CH:15][CH:16]=[C:17]2[C:22]=1[CH2:21][CH:20]([OH:23])[CH2:19][CH2:18]2. The yield is 0.650. (6) The reactants are [Br:1][C:2]1[CH:7]=[CH:6][C:5]([NH:8][C:9]([NH:11][CH:12]2[CH2:14][CH2:13]2)=[O:10])=[CH:4][CH:3]=1.C(OC(=O)C)(=O)C.[C:22](O)(=[O:27])[CH2:23][C:24](O)=[O:25]. No catalyst specified. The product is [Br:1][C:2]1[CH:7]=[CH:6][C:5]([N:8]2[C:24](=[O:25])[CH2:23][C:22](=[O:27])[N:11]([CH:12]3[CH2:13][CH2:14]3)[C:9]2=[O:10])=[CH:4][CH:3]=1. The yield is 0.730. (7) The reactants are [I:1][C:2]1[CH:10]=[C:6]([C:7]([OH:9])=O)[C:5]([OH:11])=[CH:4][CH:3]=1.[F:12][C:13]([F:26])([F:25])[C:14]1[CH:15]=[C:16]([CH:18]=[C:19]([C:21]([F:24])([F:23])[F:22])[CH:20]=1)[NH2:17]. No catalyst specified. The product is [F:12][C:13]([F:25])([F:26])[C:14]1[CH:15]=[C:16]([NH:17][C:7](=[O:9])[C:6]2[CH:10]=[C:2]([I:1])[CH:3]=[CH:4][C:5]=2[OH:11])[CH:18]=[C:19]([C:21]([F:22])([F:24])[F:23])[CH:20]=1. The yield is 0.622.